The task is: Regression/Classification. Given a drug SMILES string, predict its absorption, distribution, metabolism, or excretion properties. Task type varies by dataset: regression for continuous measurements (e.g., permeability, clearance, half-life) or binary classification for categorical outcomes (e.g., BBB penetration, CYP inhibition). For this dataset (solubility_aqsoldb), we predict Y.. This data is from Aqueous solubility values for 9,982 compounds from the AqSolDB database. (1) The drug is CCOP(=O)(Cc1ccc(-c2nc3ccccc3s2)cc1)N1CCCC1=O. The Y is -3.73 log mol/L. (2) The molecule is CCN(CC)CCNC(=O)c1cc(Cl)c(N)cc1OC.[Cl-].[H+]. The Y is -3.23 log mol/L.